Task: Predict the reaction yield, written as a fraction of the theoretical maximum amount of product (1.0 means a 100% yield; for example, 0.34 means a 34% yield).. Dataset: Reaction yield outcomes from USPTO patents with 853,638 reactions (1) The reactants are [Cl:1][C:2]1[N:10]=[C:9]2[C:5]([N:6]=[CH:7][NH:8]2)=[C:4](Cl)[N:3]=1.[CH3:12][C@@H:13]1[CH2:18][O:17][CH2:16][CH2:15][NH:14]1.CCN(C(C)C)C(C)C. No catalyst specified. The product is [Cl:1][C:2]1[N:10]=[C:9]2[C:5]([N:6]=[CH:7][NH:8]2)=[C:4]([N:14]2[CH2:15][CH2:16][O:17][CH2:18][C@H:13]2[CH3:12])[N:3]=1. The yield is 0.310. (2) The reactants are [CH2:1]([O:3][C:4]([C:6]1[C:7](=[O:22])[C:8]2[C:13]([C:14]=1[C:15]1[CH:20]=[CH:19][CH:18]=[CH:17][CH:16]=1)=[CH:12][CH:11]=[C:10]([OH:21])[CH:9]=2)=[O:5])[CH3:2].O[CH2:24][CH2:25][N:26]1[CH2:31][CH2:30][O:29][CH2:28][CH2:27]1.C1(P(C2C=CC=CC=2)C2C=CC=CC=2)C=CC=CC=1.N(C(OC(C)C)=O)=NC(OC(C)C)=O. The catalyst is C1COCC1.C1C=CC=CC=1. The product is [CH2:1]([O:3][C:4]([C:6]1[C:7](=[O:22])[C:8]2[C:13]([C:14]=1[C:15]1[CH:20]=[CH:19][CH:18]=[CH:17][CH:16]=1)=[CH:12][CH:11]=[C:10]([O:21][CH2:24][CH2:25][N:26]1[CH2:31][CH2:30][O:29][CH2:28][CH2:27]1)[CH:9]=2)=[O:5])[CH3:2]. The yield is 0.930. (3) The reactants are [CH3:1][O:2][C:3](=[O:8])[C:4](Br)([F:6])[F:5].[Br:9][C:10]1[CH:11]=[C:12]([N:16]2[CH:20]=[C:19](/[C:21](=[N:23]/[S@@:24]([C:26]([CH3:29])([CH3:28])[CH3:27])=[O:25])/[CH3:22])[CH:18]=[N:17]2)[CH:13]=[CH:14][CH:15]=1.[CH2:30](O)C. The catalyst is O1CCCC1.[Zn].Cl[Cu]. The product is [CH2:1]([O:2][C:3](=[O:8])[C:4]([F:6])([F:5])[C@@:21]([C:19]1[CH:18]=[N:17][N:16]([C:12]2[CH:13]=[CH:14][CH:15]=[C:10]([Br:9])[CH:11]=2)[CH:20]=1)([NH:23][S@@:24]([C:26]([CH3:29])([CH3:28])[CH3:27])=[O:25])[CH3:22])[CH3:30]. The yield is 0.450. (4) The reactants are [CH:1]1[CH:6]=[CH:5][C:4]([NH:7][C:8]2[CH:13]=[CH:12][C:11]([OH:14])=[CH:10][CH:9]=2)=[CH:3][CH:2]=1.[H-].[Na+].[C:17]([O:21][C:22]([N:24]1[CH2:28][CH2:27][CH2:26][C@@H:25]1[CH2:29]OS(C1C=CC(C)=CC=1)(=O)=O)=[O:23])([CH3:20])([CH3:19])[CH3:18]. The catalyst is CN(C=O)C. The product is [C:17]([O:21][C:22]([N:24]1[CH2:28][CH2:27][CH2:26][C@@H:25]1[CH2:29][O:14][C:11]1[CH:12]=[CH:13][C:8]([NH:7][C:4]2[CH:3]=[CH:2][CH:1]=[CH:6][CH:5]=2)=[CH:9][CH:10]=1)=[O:23])([CH3:20])([CH3:18])[CH3:19]. The yield is 0.730. (5) The reactants are [C:1]([O:5][C:6]([NH:8][CH:9]([CH3:13])[C:10]([OH:12])=O)=[O:7])([CH3:4])([CH3:3])[CH3:2].C1C=CC2N(O)N=NC=2C=1.CN1C(=O)CCC1.CCN=C=NCCCN(C)C.[NH:42]1[CH2:47][CH2:46][S:45][CH2:44][CH2:43]1. The catalyst is C(Cl)Cl. The product is [C:1]([O:5][C:6](=[O:7])[NH:8][CH:9]([CH3:13])[C:10](=[O:12])[N:42]1[CH2:47][CH2:46][S:45][CH2:44][CH2:43]1)([CH3:2])([CH3:3])[CH3:4]. The yield is 0.980.